From a dataset of Full USPTO retrosynthesis dataset with 1.9M reactions from patents (1976-2016). Predict the reactants needed to synthesize the given product. (1) Given the product [F:39][C:2]([F:1])([F:38])[C:3]1[CH:4]=[C:5]([C@H:13]([O:15][C@H:16]2[CH2:24][N:23]3[C@@H:18]([CH2:19][C:20]([CH3:30])([C:26]([OH:28])=[O:27])[CH2:21][C:22]3=[O:25])[C@@H:17]2[C:31]2[CH:36]=[CH:35][C:34]([F:37])=[CH:33][CH:32]=2)[CH3:14])[CH:6]=[C:7]([C:9]([F:10])([F:11])[F:12])[CH:8]=1, predict the reactants needed to synthesize it. The reactants are: [F:1][C:2]([F:39])([F:38])[C:3]1[CH:4]=[C:5]([C@H:13]([O:15][C@H:16]2[CH2:24][N:23]3[C@@H:18]([CH2:19][C:20]([CH3:30])([C:26]([O:28]C)=[O:27])[CH2:21][C:22]3=[O:25])[C@@H:17]2[C:31]2[CH:36]=[CH:35][C:34]([F:37])=[CH:33][CH:32]=2)[CH3:14])[CH:6]=[C:7]([C:9]([F:12])([F:11])[F:10])[CH:8]=1.O[Li].O.C1COCC1.O. (2) Given the product [Cl:1][C:2]1[CH:3]=[C:4]([C:5]2[N:28]=[C:19]([C:18]3[CH:22]=[CH:23][C:15]([NH2:14])=[CH:16][CH:17]=3)[O:20][N:6]=2)[CH:7]=[CH:8][C:9]=1[O:10][CH:11]([CH3:13])[CH3:12], predict the reactants needed to synthesize it. The reactants are: [Cl:1][C:2]1[CH:3]=[C:4]([CH:7]=[CH:8][C:9]=1[O:10][CH:11]([CH3:13])[CH3:12])[C:5]#[N:6].[NH2:14][C:15]1[CH:23]=[CH:22][C:18]([C:19](O)=[O:20])=[CH:17][CH:16]=1.C(O)(=O)C1C=C[N:28]=CC=1.S(Cl)(Cl)=O. (3) Given the product [F:18][C:2]([F:1])([F:17])[C:3]1[CH:4]=[CH:5][C:6]([O:9][C:10]2[CH:11]=[CH:12][C:13]([O:16][C:26]([N:28]3[CH2:33][CH2:32][CH2:31][CH:30]([CH3:34])[CH2:29]3)=[O:27])=[CH:14][CH:15]=2)=[N:7][CH:8]=1, predict the reactants needed to synthesize it. The reactants are: [F:1][C:2]([F:18])([F:17])[C:3]1[CH:4]=[CH:5][C:6]([O:9][C:10]2[CH:15]=[CH:14][C:13]([OH:16])=[CH:12][CH:11]=2)=[N:7][CH:8]=1.[I-].C[N+]1C=CN([C:26]([N:28]2[CH2:33][CH2:32][CH2:31][CH:30]([CH3:34])[CH2:29]2)=[O:27])C=1. (4) Given the product [ClH:41].[ClH:41].[ClH:41].[F:1][C:2]1[CH:3]=[CH:4][C:5]([CH:8]([CH:32]2[CH2:33][CH2:34][N:35]([CH:38]([CH3:40])[CH3:39])[CH2:36][CH2:37]2)[CH2:9][N:10]2[CH2:15][CH2:14][N:13]([CH2:16][CH2:17][CH2:18][CH2:19][C:20]3[C:29]4[C:24](=[CH:25][CH:26]=[CH:27][CH:28]=4)[CH:23]=[CH:22][C:21]=3[O:30][CH3:31])[CH2:12][CH2:11]2)=[CH:6][CH:7]=1, predict the reactants needed to synthesize it. The reactants are: [F:1][C:2]1[CH:7]=[CH:6][C:5]([CH:8]([CH:32]2[CH2:37][CH2:36][N:35]([CH:38]([CH3:40])[CH3:39])[CH2:34][CH2:33]2)[CH2:9][N:10]2[CH2:15][CH2:14][N:13]([CH2:16][CH2:17][CH2:18][CH2:19][C:20]3[C:29]4[C:24](=[CH:25][CH:26]=[CH:27][CH:28]=4)[CH:23]=[CH:22][C:21]=3[O:30][CH3:31])[CH2:12][CH2:11]2)=[CH:4][CH:3]=1.[ClH:41].C(OCC)(=O)C.